From a dataset of NCI-60 drug combinations with 297,098 pairs across 59 cell lines. Regression. Given two drug SMILES strings and cell line genomic features, predict the synergy score measuring deviation from expected non-interaction effect. (1) Drug 1: CNC(=O)C1=CC=CC=C1SC2=CC3=C(C=C2)C(=NN3)C=CC4=CC=CC=N4. Drug 2: CC1=C(N=C(N=C1N)C(CC(=O)N)NCC(C(=O)N)N)C(=O)NC(C(C2=CN=CN2)OC3C(C(C(C(O3)CO)O)O)OC4C(C(C(C(O4)CO)O)OC(=O)N)O)C(=O)NC(C)C(C(C)C(=O)NC(C(C)O)C(=O)NCCC5=NC(=CS5)C6=NC(=CS6)C(=O)NCCC[S+](C)C)O. Cell line: SK-OV-3. Synergy scores: CSS=1.69, Synergy_ZIP=0.802, Synergy_Bliss=2.75, Synergy_Loewe=-0.0970, Synergy_HSA=0.965. (2) Drug 1: C1=CN(C=N1)CC(O)(P(=O)(O)O)P(=O)(O)O. Drug 2: CN(C(=O)NC(C=O)C(C(C(CO)O)O)O)N=O. Cell line: SF-539. Synergy scores: CSS=2.96, Synergy_ZIP=-0.634, Synergy_Bliss=5.21, Synergy_Loewe=-0.295, Synergy_HSA=1.04. (3) Drug 1: C1=CC(=C2C(=C1NCCNCCO)C(=O)C3=C(C=CC(=C3C2=O)O)O)NCCNCCO. Drug 2: CC12CCC3C(C1CCC2O)C(CC4=C3C=CC(=C4)O)CCCCCCCCCS(=O)CCCC(C(F)(F)F)(F)F. Cell line: SF-268. Synergy scores: CSS=47.6, Synergy_ZIP=5.74, Synergy_Bliss=6.16, Synergy_Loewe=-16.6, Synergy_HSA=5.73. (4) Drug 1: C1CN1P(=S)(N2CC2)N3CC3. Drug 2: CCCCCOC(=O)NC1=NC(=O)N(C=C1F)C2C(C(C(O2)C)O)O. Cell line: ACHN. Synergy scores: CSS=29.6, Synergy_ZIP=-7.97, Synergy_Bliss=3.87, Synergy_Loewe=-9.22, Synergy_HSA=2.63. (5) Drug 1: CC1CCC2CC(C(=CC=CC=CC(CC(C(=O)C(C(C(=CC(C(=O)CC(OC(=O)C3CCCCN3C(=O)C(=O)C1(O2)O)C(C)CC4CCC(C(C4)OC)OCCO)C)C)O)OC)C)C)C)OC. Drug 2: CC1C(C(CC(O1)OC2CC(CC3=C2C(=C4C(=C3O)C(=O)C5=CC=CC=C5C4=O)O)(C(=O)C)O)N)O. Cell line: SW-620. Synergy scores: CSS=42.7, Synergy_ZIP=-4.99, Synergy_Bliss=-4.78, Synergy_Loewe=2.06, Synergy_HSA=3.24. (6) Drug 1: C1C(C(OC1N2C=C(C(=O)NC2=O)F)CO)O. Drug 2: CCCCCOC(=O)NC1=NC(=O)N(C=C1F)C2C(C(C(O2)C)O)O. Cell line: UO-31. Synergy scores: CSS=19.3, Synergy_ZIP=-8.32, Synergy_Bliss=-2.11, Synergy_Loewe=-26.5, Synergy_HSA=-2.51. (7) Drug 1: C1=CC(=C(C=C1I)F)NC2=C(C=CC(=C2F)F)C(=O)NOCC(CO)O. Drug 2: C1CCC(C(C1)[NH-])[NH-].C(=O)(C(=O)[O-])[O-].[Pt+4]. Cell line: SK-OV-3. Synergy scores: CSS=20.7, Synergy_ZIP=-1.89, Synergy_Bliss=0.929, Synergy_Loewe=1.86, Synergy_HSA=3.01. (8) Drug 1: C1CCC(C1)C(CC#N)N2C=C(C=N2)C3=C4C=CNC4=NC=N3. Drug 2: CC1=C2C(C(=O)C3(C(CC4C(C3C(C(C2(C)C)(CC1OC(=O)C(C(C5=CC=CC=C5)NC(=O)C6=CC=CC=C6)O)O)OC(=O)C7=CC=CC=C7)(CO4)OC(=O)C)O)C)OC(=O)C. Cell line: LOX IMVI. Synergy scores: CSS=60.3, Synergy_ZIP=12.7, Synergy_Bliss=12.3, Synergy_Loewe=-0.127, Synergy_HSA=16.3.